From a dataset of Full USPTO retrosynthesis dataset with 1.9M reactions from patents (1976-2016). Predict the reactants needed to synthesize the given product. (1) Given the product [N:1]1([CH2:6][C:7]2[CH:12]=[CH:11][C:10]([C:13]3[NH:17][C:16]4[CH:18]=[CH:19][CH:20]=[C:21]([C:22]([NH:29][C:30]5[CH:35]=[CH:34][C:33]([CH3:36])=[CH:32][CH:31]=5)=[O:24])[C:15]=4[N:14]=3)=[C:9]([C:25]([F:26])([F:28])[F:27])[CH:8]=2)[CH2:2][CH2:3][CH2:4][CH2:5]1, predict the reactants needed to synthesize it. The reactants are: [N:1]1([CH2:6][C:7]2[CH:12]=[CH:11][C:10]([C:13]3[NH:17][C:16]4[CH:18]=[CH:19][CH:20]=[C:21]([C:22]([OH:24])=O)[C:15]=4[N:14]=3)=[C:9]([C:25]([F:28])([F:27])[F:26])[CH:8]=2)[CH2:5][CH2:4][CH2:3][CH2:2]1.[NH2:29][C:30]1[CH:35]=[CH:34][C:33]([CH3:36])=[CH:32][CH:31]=1. (2) Given the product [NH:4]1[C:12]2[C:7](=[CH:8][CH:9]=[CH:10][CH:11]=2)[C:6]([CH:13]2[C:18](=[O:19])[CH2:17][CH2:16][CH2:15][C:14]2=[O:20])=[CH:5]1, predict the reactants needed to synthesize it. The reactants are: C([N:4]1[C:12]2[C:7](=[CH:8][CH:9]=[CH:10][CH:11]=2)[C:6]([CH:13]2[C:18](=[O:19])[CH2:17][CH2:16][CH2:15][C:14]2=[O:20])=[CH:5]1)(=O)C.[OH-].[Na+]. (3) Given the product [OH:8][CH2:9][C:10]1[N:11]=[C:12]([C:15]2([C:21]3[CH:31]=[CH:30][C:24]([C:25]([N:27]([CH3:29])[CH3:28])=[O:26])=[CH:23][CH:22]=3)[CH2:20][CH2:19][O:18][CH2:17][CH2:16]2)[S:13][CH:14]=1, predict the reactants needed to synthesize it. The reactants are: [Si]([O:8][CH2:9][C:10]1[N:11]=[C:12]([C:15]2([C:21]3[CH:31]=[CH:30][C:24]([C:25]([N:27]([CH3:29])[CH3:28])=[O:26])=[CH:23][CH:22]=3)[CH2:20][CH2:19][O:18][CH2:17][CH2:16]2)[S:13][CH:14]=1)(C(C)(C)C)(C)C.F.F.F.C(N(CC)CC)C. (4) Given the product [CH2:21]([N:11]1[C:12]2[C:7](=[C:6]([OH:37])[C:5]([C:3]([NH:38][CH2:39][CH2:40][C:41]([OH:43])=[O:42])=[O:4])=[N:14][C:13]=2[C:15]2[CH:16]=[N:17][CH:18]=[CH:19][CH:20]=2)[CH:8]=[C:9]([CH2:29][CH2:30][C:31]2[CH:36]=[CH:35][CH:34]=[CH:33][CH:32]=2)[C:10]1=[O:28])[C:22]1[CH:27]=[CH:26][CH:25]=[CH:24][CH:23]=1, predict the reactants needed to synthesize it. The reactants are: CO[C:3]([C:5]1[C:6]([OH:37])=[C:7]2[C:12](=[C:13]([C:15]3[CH:16]=[N:17][CH:18]=[CH:19][CH:20]=3)[N:14]=1)[N:11]([CH2:21][C:22]1[CH:27]=[CH:26][CH:25]=[CH:24][CH:23]=1)[C:10](=[O:28])[C:9]([CH2:29][CH2:30][C:31]1[CH:36]=[CH:35][CH:34]=[CH:33][CH:32]=1)=[CH:8]2)=[O:4].[NH2:38][CH2:39][CH2:40][C:41]([OH:43])=[O:42].C[O-].[Na+]. (5) Given the product [ClH:36].[C:1]([C:3]1[CH:4]=[CH:5][C:6]([C:9]2[CH:10]=[N:11][N:12]([C:15]3[CH:35]=[CH:34][C:18]([C:19]([NH:21][CH2:22][CH2:23][CH2:24][NH:25][CH3:26])=[O:20])=[CH:17][N:16]=3)[C:13]=2[OH:14])=[CH:7][CH:8]=1)#[N:2], predict the reactants needed to synthesize it. The reactants are: [C:1]([C:3]1[CH:8]=[CH:7][C:6]([C:9]2[CH:10]=[N:11][N:12]([C:15]3[CH:35]=[CH:34][C:18]([C:19]([NH:21][CH2:22][CH2:23][CH2:24][N:25](C)[C:26](=O)OC(C)(C)C)=[O:20])=[CH:17][N:16]=3)[C:13]=2[OH:14])=[CH:5][CH:4]=1)#[N:2].[ClH:36].CCOC(C)=O.